From a dataset of NCI-60 drug combinations with 297,098 pairs across 59 cell lines. Regression. Given two drug SMILES strings and cell line genomic features, predict the synergy score measuring deviation from expected non-interaction effect. Drug 1: CC(CN1CC(=O)NC(=O)C1)N2CC(=O)NC(=O)C2. Cell line: CCRF-CEM. Drug 2: CN1C(=O)N2C=NC(=C2N=N1)C(=O)N. Synergy scores: CSS=59.2, Synergy_ZIP=-0.497, Synergy_Bliss=1.56, Synergy_Loewe=-12.3, Synergy_HSA=-2.75.